This data is from Rat liver microsome stability data. The task is: Regression/Classification. Given a drug SMILES string, predict its absorption, distribution, metabolism, or excretion properties. Task type varies by dataset: regression for continuous measurements (e.g., permeability, clearance, half-life) or binary classification for categorical outcomes (e.g., BBB penetration, CYP inhibition). Dataset: rlm. The result is 0 (unstable in rat liver microsomes). The compound is Cn1c(=O)cc(N2CCC[C@@H](N)C2)n(Cc2ccc(F)cc2Cl)c1=O.